Dataset: Retrosynthesis with 50K atom-mapped reactions and 10 reaction types from USPTO. Task: Predict the reactants needed to synthesize the given product. (1) The reactants are: CCN(CC)CC(C#N)(c1ccccc1)c1ccccc1. Given the product CCN(CC)CC(CN)(c1ccccc1)c1ccccc1, predict the reactants needed to synthesize it. (2) The reactants are: CC(Br)c1ccnc2ncnn12.Oc1ccc(F)cc1. Given the product CC(Oc1ccc(F)cc1)c1ccnc2ncnn12, predict the reactants needed to synthesize it. (3) Given the product CCc1nn2ccc3c(c2c1C(C)CNC(C)=O)CCO3, predict the reactants needed to synthesize it. The reactants are: CC(=O)Cl.CCc1nn2ccc3c(c2c1C(C)CN)CCO3.